From a dataset of Reaction yield outcomes from USPTO patents with 853,638 reactions. Predict the reaction yield, written as a fraction of the theoretical maximum amount of product (1.0 means a 100% yield; for example, 0.34 means a 34% yield). The reactants are [ClH:1].CO[N:4]=[CH:5][C:6]1[C:10]([C:11]2[CH:16]=[CH:15][N:14]=[CH:13][CH:12]=2)=[C:9]([C:17]2[CH:22]=[CH:21][C:20]([F:23])=[CH:19][CH:18]=2)[NH:8][CH:7]=1.C(OCC)C. The catalyst is [Pd].CO. The product is [ClH:1].[ClH:1].[NH2:4][CH2:5][C:6]1[C:10]([C:11]2[CH:12]=[CH:13][N:14]=[CH:15][CH:16]=2)=[C:9]([C:17]2[CH:18]=[CH:19][C:20]([F:23])=[CH:21][CH:22]=2)[NH:8][CH:7]=1. The yield is 0.680.